Task: Predict which catalyst facilitates the given reaction.. Dataset: Catalyst prediction with 721,799 reactions and 888 catalyst types from USPTO (1) Reactant: [N+:1]([C:4]1[C:5]([NH:10][C:11](=[O:14])[CH:12]=[CH2:13])=[N:6][CH:7]=[CH:8][CH:9]=1)([O-])=O.O.[Cl-].[NH4+]. Product: [NH2:1][C:4]1[C:5]([NH:10][C:11](=[O:14])[CH:12]=[CH2:13])=[N:6][CH:7]=[CH:8][CH:9]=1. The catalyst class is: 447. (2) Reactant: [Cl:1][C:2]1[N:7]=[CH:6][C:5]([C:8]2([C:14]#[N:15])[CH2:13][CH2:12][CH2:11][CH2:10][CH2:9]2)=[CH:4][CH:3]=1.Cl. Product: [Cl:1][C:2]1[N:7]=[CH:6][C:5]([C:8]2([CH2:14][NH2:15])[CH2:13][CH2:12][CH2:11][CH2:10][CH2:9]2)=[CH:4][CH:3]=1. The catalyst class is: 1.